This data is from Peptide-MHC class I binding affinity with 185,985 pairs from IEDB/IMGT. The task is: Regression. Given a peptide amino acid sequence and an MHC pseudo amino acid sequence, predict their binding affinity value. This is MHC class I binding data. The MHC is HLA-A02:01 with pseudo-sequence HLA-A02:01. The peptide sequence is MELSLRAIQ. The binding affinity (normalized) is 0.0847.